From a dataset of NCI-60 drug combinations with 297,098 pairs across 59 cell lines. Regression. Given two drug SMILES strings and cell line genomic features, predict the synergy score measuring deviation from expected non-interaction effect. (1) Drug 1: C1CCC(CC1)NC(=O)N(CCCl)N=O. Drug 2: COC1=NC(=NC2=C1N=CN2C3C(C(C(O3)CO)O)O)N. Cell line: EKVX. Synergy scores: CSS=5.71, Synergy_ZIP=1.11, Synergy_Bliss=4.93, Synergy_Loewe=-7.60, Synergy_HSA=-2.34. (2) Drug 1: CC12CCC(CC1=CCC3C2CCC4(C3CC=C4C5=CN=CC=C5)C)O. Drug 2: CC12CCC3C(C1CCC2OP(=O)(O)O)CCC4=C3C=CC(=C4)OC(=O)N(CCCl)CCCl.[Na+]. Cell line: HL-60(TB). Synergy scores: CSS=-10.1, Synergy_ZIP=-1.38, Synergy_Bliss=-13.7, Synergy_Loewe=-18.5, Synergy_HSA=-18.7. (3) Drug 1: C1C(C(OC1N2C=C(C(=O)NC2=O)F)CO)O. Drug 2: CC1CCCC2(C(O2)CC(NC(=O)CC(C(C(=O)C(C1O)C)(C)C)O)C(=CC3=CSC(=N3)C)C)C. Cell line: SF-268. Synergy scores: CSS=35.6, Synergy_ZIP=-7.03, Synergy_Bliss=-8.14, Synergy_Loewe=-3.74, Synergy_HSA=-1.89.